This data is from Forward reaction prediction with 1.9M reactions from USPTO patents (1976-2016). The task is: Predict the product of the given reaction. Given the reactants Cl[CH2:2][C:3]1[CH:30]=[CH:29][C:6]([C:7]([NH:9][C:10]2[C:15]([CH3:16])=[CH:14][C:13]([C:17]([F:26])([C:22]([F:25])([F:24])[F:23])[C:18]([F:21])([F:20])[F:19])=[CH:12][C:11]=2[CH2:27][CH3:28])=[O:8])=[CH:5][CH:4]=1.[C:31]1(=[O:41])[NH:35][C:34](=[O:36])[C:33]2=[CH:37][CH:38]=[CH:39][CH:40]=[C:32]12.[K].[I-].[K+], predict the reaction product. The product is: [O:36]=[C:34]1[C:33]2[C:32](=[CH:40][CH:39]=[CH:38][CH:37]=2)[C:31](=[O:41])[N:35]1[CH2:2][C:3]1[CH:30]=[CH:29][C:6]([C:7]([NH:9][C:10]2[C:15]([CH3:16])=[CH:14][C:13]([C:17]([F:26])([C:22]([F:25])([F:24])[F:23])[C:18]([F:21])([F:20])[F:19])=[CH:12][C:11]=2[CH2:27][CH3:28])=[O:8])=[CH:5][CH:4]=1.